From a dataset of Reaction yield outcomes from USPTO patents with 853,638 reactions. Predict the reaction yield, written as a fraction of the theoretical maximum amount of product (1.0 means a 100% yield; for example, 0.34 means a 34% yield). (1) The reactants are [C:1]1([CH:7]2[CH2:12][CH2:11][N:10]([C:13]([C:15]3[CH:23]=[C:22]4[C:18]([C:19]([CH:24]=O)=[CH:20][NH:21]4)=[CH:17][CH:16]=3)=[O:14])[CH2:9][CH2:8]2)[CH:6]=[CH:5][CH:4]=[CH:3][CH:2]=1.[CH:26]([N:29]1[CH2:34][CH2:33][NH:32][CH2:31][CH2:30]1)([CH3:28])[CH3:27].C(O[BH-](OC(=O)C)OC(=O)C)(=O)C. The catalyst is CN(C=O)C. The product is [CH:26]1([N:29]2[CH2:34][CH2:33][N:32]([CH2:24][C:19]3[C:18]4[C:22](=[CH:23][C:15]([C:13]([N:10]5[CH2:11][CH2:12][CH:7]([C:1]6[CH:6]=[CH:5][CH:4]=[CH:3][CH:2]=6)[CH2:8][CH2:9]5)=[O:14])=[CH:16][CH:17]=4)[NH:21][CH:20]=3)[CH2:31][CH2:30]2)[CH2:28][CH2:27]1. The yield is 0.370. (2) The reactants are [Br:1][C:2]1[CH:8]=[C:7]([C:9]2[O:13][CH:12]=[N:11][CH:10]=2)[C:6]([O:14][CH3:15])=[CH:5][C:3]=1[NH2:4].[C:16]([O:20][C:21]([NH:23][C@H:24]([CH2:28][CH:29]([CH3:31])[CH3:30])[C:25](O)=[O:26])=[O:22])([CH3:19])([CH3:18])[CH3:17].O=P(Cl)(Cl)Cl. The catalyst is N1C=CC=CC=1. The product is [C:16]([O:20][C:21](=[O:22])[NH:23][C@H:24]([CH2:28][CH:29]([CH3:30])[CH3:31])[C:25]([NH:4][C:3]1[CH:5]=[C:6]([O:14][CH3:15])[C:7]([C:9]2[O:13][CH:12]=[N:11][CH:10]=2)=[CH:8][C:2]=1[Br:1])=[O:26])([CH3:19])([CH3:18])[CH3:17]. The yield is 0.470.